From a dataset of Reaction yield outcomes from USPTO patents with 853,638 reactions. Predict the reaction yield, written as a fraction of the theoretical maximum amount of product (1.0 means a 100% yield; for example, 0.34 means a 34% yield). The reactants are FC(F)(F)C(O)=O.C(OC(=O)[NH:14][C@@H:15]([C:17]1[CH:22]=[CH:21][C:20]([C:23]2[C:24]([O:29][CH3:30])=[N:25][CH:26]=[CH:27][CH:28]=2)=[CH:19][CH:18]=1)[CH3:16])(C)(C)C. The catalyst is ClCCl. The product is [CH3:30][O:29][C:24]1[C:23]([C:20]2[CH:21]=[CH:22][C:17]([C@H:15]([NH2:14])[CH3:16])=[CH:18][CH:19]=2)=[CH:28][CH:27]=[CH:26][N:25]=1. The yield is 0.946.